Regression. Given a peptide amino acid sequence and an MHC pseudo amino acid sequence, predict their binding affinity value. This is MHC class I binding data. From a dataset of Peptide-MHC class I binding affinity with 185,985 pairs from IEDB/IMGT. (1) The MHC is HLA-A69:01 with pseudo-sequence HLA-A69:01. The binding affinity (normalized) is 0.0847. The peptide sequence is DPSMLRTTA. (2) The peptide sequence is KPKHLYVSM. The MHC is HLA-B46:01 with pseudo-sequence HLA-B46:01. The binding affinity (normalized) is 0.0847. (3) The peptide sequence is TVGYMYIMK. The MHC is HLA-B15:17 with pseudo-sequence HLA-B15:17. The binding affinity (normalized) is 0.0847. (4) The peptide sequence is RNYVPCHIR. The MHC is HLA-A33:01 with pseudo-sequence HLA-A33:01. The binding affinity (normalized) is 0.634. (5) The peptide sequence is ILFLTVATL. The MHC is HLA-A02:02 with pseudo-sequence HLA-A02:02. The binding affinity (normalized) is 0.323. (6) The peptide sequence is YYYNFSEDL. The MHC is HLA-B27:05 with pseudo-sequence HLA-B27:05. The binding affinity (normalized) is 0.0847. (7) The peptide sequence is VMGGNAAEA. The MHC is HLA-A03:01 with pseudo-sequence HLA-A03:01. The binding affinity (normalized) is 0.0847. (8) The peptide sequence is SLYPPCLFK. The MHC is HLA-B08:03 with pseudo-sequence HLA-B08:03. The binding affinity (normalized) is 0.0847. (9) The peptide sequence is FPFKYAAAF. The MHC is HLA-B51:01 with pseudo-sequence HLA-B51:01. The binding affinity (normalized) is 0.582. (10) The peptide sequence is EVLMSPCRM. The MHC is HLA-A02:06 with pseudo-sequence HLA-A02:06. The binding affinity (normalized) is 0.133.